This data is from Forward reaction prediction with 1.9M reactions from USPTO patents (1976-2016). The task is: Predict the product of the given reaction. Given the reactants CC1(C)C(C)(C)OB([C:9]2[CH:26]=[CH:25][C:12]3[CH2:13][CH2:14][N:15]([C:18]([O:20][C:21]([CH3:24])([CH3:23])[CH3:22])=[O:19])[CH2:16][CH2:17][C:11]=3[CH:10]=2)O1.Br[C:29]1[S:30][C:31]([C:34]2[CH:39]=[CH:38][C:37]([O:40][CH:41]([CH3:43])[CH3:42])=[C:36]([Cl:44])[CH:35]=2)=[N:32][N:33]=1.C([O-])(O)=O.[Na+], predict the reaction product. The product is: [Cl:44][C:36]1[CH:35]=[C:34]([C:31]2[S:30][C:29]([C:9]3[CH:26]=[CH:25][C:12]4[CH2:13][CH2:14][N:15]([C:18]([O:20][C:21]([CH3:22])([CH3:24])[CH3:23])=[O:19])[CH2:16][CH2:17][C:11]=4[CH:10]=3)=[N:33][N:32]=2)[CH:39]=[CH:38][C:37]=1[O:40][CH:41]([CH3:42])[CH3:43].